From a dataset of Reaction yield outcomes from USPTO patents with 853,638 reactions. Predict the reaction yield, written as a fraction of the theoretical maximum amount of product (1.0 means a 100% yield; for example, 0.34 means a 34% yield). The reactants are C(Cl)(=O)C(Cl)=O.[CH3:7][N:8]1[C:12]([C:13]([OH:15])=O)=[C:11]([C:16]([F:19])([F:18])[F:17])[C:10]([C:20]([F:26])([F:25])[C:21]([F:24])([F:23])[F:22])=[N:9]1.N1C=CC=CC=1.[NH2:33][C:34]1[C:35]([F:43])=[C:36]([C:39]([F:42])=[CH:40][CH:41]=1)[C:37]#[N:38]. The catalyst is CN(C=O)C.ClCCl.C1COCC1. The product is [C:37]([C:36]1[C:35]([F:43])=[C:34]([NH:33][C:13]([C:12]2[N:8]([CH3:7])[N:9]=[C:10]([C:20]([F:26])([F:25])[C:21]([F:24])([F:23])[F:22])[C:11]=2[C:16]([F:18])([F:17])[F:19])=[O:15])[CH:41]=[CH:40][C:39]=1[F:42])#[N:38]. The yield is 0.440.